This data is from Full USPTO retrosynthesis dataset with 1.9M reactions from patents (1976-2016). The task is: Predict the reactants needed to synthesize the given product. (1) Given the product [F:47][C:48]([F:61])([F:60])[S:49]([O:26][C:23]1[CH:22]=[CH:21][C:20]([N:7]([C:2]2[CH:3]=[CH:4][CH:5]=[CH:6][C:1]=2[C:28]2[CH:29]=[CH:30][CH:31]=[CH:32][CH:33]=2)[C:8]2[CH:13]=[CH:12][CH:11]=[CH:10][C:9]=2[C:14]2[CH:15]=[CH:16][CH:17]=[CH:18][CH:19]=2)=[CH:25][CH:24]=1)(=[O:51])=[O:50], predict the reactants needed to synthesize it. The reactants are: [C:1]1([C:28]2[CH:33]=[CH:32][CH:31]=[CH:30][CH:29]=2)[CH:6]=[CH:5][CH:4]=[CH:3][C:2]=1[N:7]([C:20]1[CH:25]=[CH:24][C:23]([O:26]C)=[CH:22][CH:21]=1)[C:8]1[C:9]([C:14]2[CH:19]=[CH:18][CH:17]=[CH:16][CH:15]=2)=[CH:10][CH:11]=[CH:12][CH:13]=1.Cl.N1C=CC=CC=1.N1C=CC=CC=1.[F:47][C:48]([F:61])([F:60])[S:49](O[S:49]([C:48]([F:61])([F:60])[F:47])(=[O:51])=[O:50])(=[O:51])=[O:50]. (2) Given the product [NH2:23][C:5]1[CH:4]=[C:3]([C:1]#[N:2])[C:8]([S:9]([NH:10][C:11]2[CH:12]=[CH:13][C:14]3[CH2:18][O:17][B:16]([OH:19])[C:15]=3[CH:20]=2)(=[O:21])=[O:22])=[N:7][CH:6]=1, predict the reactants needed to synthesize it. The reactants are: [C:1]([C:3]1[CH:4]=[C:5]([NH:23]C(=O)C(F)(F)F)[CH:6]=[N:7][C:8]=1[S:9](=[O:22])(=[O:21])[NH:10][C:11]1[CH:12]=[CH:13][C:14]2[CH2:18][O:17][B:16]([OH:19])[C:15]=2[CH:20]=1)#[N:2].C(=O)([O-])[O-].[K+].[K+]. (3) The reactants are: Br[CH2:2][C:3]1[O:7][C:6]([C:8]([CH:16]2[CH2:21][CH2:20][CH2:19][CH2:18][CH2:17]2)([C:10]2[CH:15]=[CH:14][CH:13]=[CH:12][CH:11]=2)[OH:9])=[N:5][CH:4]=1.[CH3:22][NH:23][CH3:24]. Given the product [CH:16]1([C:8]([C:6]2[O:7][C:3]([CH2:2][N:23]([CH3:24])[CH3:22])=[CH:4][N:5]=2)([C:10]2[CH:15]=[CH:14][CH:13]=[CH:12][CH:11]=2)[OH:9])[CH2:21][CH2:20][CH2:19][CH2:18][CH2:17]1, predict the reactants needed to synthesize it. (4) Given the product [CH3:4][O:36][C:35]([C:33]1[C:34]2[C:21](=[O:20])[C:22]3[C:27](=[CH:26][CH:25]=[CH:24][CH:23]=3)[O:28][C:29]=2[CH:30]=[CH:31][CH:32]=1)=[O:37], predict the reactants needed to synthesize it. The reactants are: [N+](=C)=[N-].[CH3:4]N(N=O)S(C1C=CC(C)=CC=1)(=O)=O.[OH-].[K+].[O:20]=[C:21]1[C:34]2[C:33]([C:35]([OH:37])=[O:36])=[CH:32][CH:31]=[CH:30][C:29]=2[O:28][C:27]2[C:22]1=[CH:23][CH:24]=[CH:25][CH:26]=2. (5) Given the product [CH2:4]([O:3][P:2]([CH2:1][CH2:29][C:28]1[CH:31]=[C:32]([CH2:35][C:36]2[CH:41]=[CH:40][C:39]([CH2:42][CH3:43])=[CH:38][CH:37]=2)[CH:33]=[CH:34][C:27]=1[O:26][CH2:19][C:20]1[CH:25]=[CH:24][CH:23]=[CH:22][CH:21]=1)(=[O:7])[O:5][CH2:10][CH3:11])[CH3:13], predict the reactants needed to synthesize it. The reactants are: [CH3:1][P:2](=[O:7])([O:5]C)[O:3][CH3:4].C([Li])C[CH2:10][CH3:11].[CH3:13]CCCCC.[CH2:19]([O:26][C:27]1[CH:34]=[CH:33][C:32]([CH2:35][C:36]2[CH:41]=[CH:40][C:39]([CH2:42][CH3:43])=[CH:38][CH:37]=2)=[CH:31][C:28]=1[CH2:29]Cl)[C:20]1[CH:25]=[CH:24][CH:23]=[CH:22][CH:21]=1. (6) Given the product [CH2:1]([N:8]1[CH2:13][CH2:12][C:11]([OH:14])([C:17]#[N:18])[CH2:10][CH2:9]1)[C:2]1[CH:3]=[CH:4][CH:5]=[CH:6][CH:7]=1, predict the reactants needed to synthesize it. The reactants are: [CH2:1]([N:8]1[CH2:13][CH2:12][C:11](=[O:14])[CH2:10][CH2:9]1)[C:2]1[CH:7]=[CH:6][CH:5]=[CH:4][CH:3]=1.OC(C)(C)[C:17]#[N:18].C([O-])([O-])=O.[K+].[K+].